Dataset: Full USPTO retrosynthesis dataset with 1.9M reactions from patents (1976-2016). Task: Predict the reactants needed to synthesize the given product. (1) Given the product [Cl:1][C:2]1[CH:3]=[CH:4][CH:5]=[C:6]2[C:11]=1[N:10]=[N:9][C:8]([C:12]1[CH:13]=[CH:14][CH:15]=[CH:16][CH:17]=1)=[C:7]2[C:18]1[CH:19]=[C:20]([NH:24][CH2:28][C:27]2[CH:30]=[C:31]([C:34]([F:35])([F:37])[F:36])[CH:32]=[CH:33][C:26]=2[F:25])[CH:21]=[CH:22][CH:23]=1, predict the reactants needed to synthesize it. The reactants are: [Cl:1][C:2]1[CH:3]=[CH:4][CH:5]=[C:6]2[C:11]=1[N:10]=[N:9][C:8]([C:12]1[CH:17]=[CH:16][CH:15]=[CH:14][CH:13]=1)=[C:7]2[C:18]1[CH:19]=[C:20]([NH2:24])[CH:21]=[CH:22][CH:23]=1.[F:25][C:26]1[CH:33]=[CH:32][C:31]([C:34]([F:37])([F:36])[F:35])=[CH:30][C:27]=1[CH:28]=O. (2) Given the product [Cl:1][C:2]1[CH:3]=[C:4]([NH:9][C:10]2[C:19]3[C:14](=[CH:15][C:16]([O:25][CH2:26][CH2:27][CH2:28][N:29]4[CH2:30][CH2:31][O:32][CH2:33][CH2:34]4)=[C:17]([NH:20][C:21](=[O:24])[CH:22]=[CH2:23])[CH:18]=3)[N:13]=[CH:12][N:11]=2)[CH:5]=[CH:6][C:7]=1[F:8], predict the reactants needed to synthesize it. The reactants are: [Cl:1][C:2]1[CH:3]=[C:4]([N:9](CC2C=CC(OC)=C(OC)C=2)[C:10]2[C:19]3[C:14](=[CH:15][C:16]([O:25][CH2:26][CH2:27][CH2:28][N:29]4[CH2:34][CH2:33][O:32][CH2:31][CH2:30]4)=[C:17]([NH:20][C:21](=[O:24])[CH:22]=[CH2:23])[CH:18]=3)[N:13]=[CH:12][N:11]=2)[CH:5]=[CH:6][C:7]=1[F:8].